From a dataset of Forward reaction prediction with 1.9M reactions from USPTO patents (1976-2016). Predict the product of the given reaction. (1) Given the reactants C(OC([N:8]1[CH2:13][CH2:12][CH:11]([O:14][C:15]2[CH:38]=[CH:37][C:18]3[N:19]=[CH:20][N:21]([C:22]4[S:23][C:24]([C:34](=[O:36])[NH2:35])=[C:25]([C:27]5[CH:32]=[CH:31][CH:30]=[C:29]([Cl:33])[CH:28]=5)[N:26]=4)[C:17]=3[CH:16]=2)[CH2:10][CH2:9]1)=O)(C)(C)C.ClCCl.FC(F)(F)C(O)=O, predict the reaction product. The product is: [Cl:33][C:29]1[CH:28]=[C:27]([C:25]2[N:26]=[C:22]([N:21]3[C:17]4[CH:16]=[C:15]([O:14][CH:11]5[CH2:10][CH2:9][NH:8][CH2:13][CH2:12]5)[CH:38]=[CH:37][C:18]=4[N:19]=[CH:20]3)[S:23][C:24]=2[C:34]([NH2:35])=[O:36])[CH:32]=[CH:31][CH:30]=1. (2) Given the reactants C(O)(C(F)(F)F)=O.[Cl:8][C:9]1[CH:14]=[CH:13][CH:12]=[CH:11][C:10]=1[C:15]1[O:19][C:18]([C:20]2[CH:25]=[CH:24][C:23]([NH:26][C:27](=[O:29])[CH3:28])=[CH:22][CH:21]=2)=[N:17][C:16]=1[C:30]1[N:34](COCC[Si](C)(C)C)[CH:33]=[N:32][N:31]=1, predict the reaction product. The product is: [Cl:8][C:9]1[CH:14]=[CH:13][CH:12]=[CH:11][C:10]=1[C:15]1[O:19][C:18]([C:20]2[CH:21]=[CH:22][C:23]([NH:26][C:27](=[O:29])[CH3:28])=[CH:24][CH:25]=2)=[N:17][C:16]=1[C:30]1[N:34]=[CH:33][NH:32][N:31]=1. (3) Given the reactants [N:1]1([CH2:6][CH2:7][O:8][C:9]2[CH:10]=[C:11]3[C:16](=[CH:17][CH:18]=2)[C:15](=[O:19])[CH2:14][CH2:13][CH2:12]3)[CH:5]=[CH:4][N:3]=[CH:2]1.[CH:20](=O)[C:21]1[CH:26]=[CH:25][CH:24]=[CH:23][CH:22]=1, predict the reaction product. The product is: [CH:20](=[C:14]1[CH2:13][CH2:12][C:11]2[C:16](=[CH:17][CH:18]=[C:9]([O:8][CH2:7][CH2:6][N:1]3[CH:5]=[CH:4][N:3]=[CH:2]3)[CH:10]=2)[C:15]1=[O:19])[C:21]1[CH:26]=[CH:25][CH:24]=[CH:23][CH:22]=1. (4) Given the reactants [NH2:1][CH:2]([C:11]1[C:16]([F:17])=[CH:15][CH:14]=[CH:13][C:12]=1[O:18][CH2:19][CH3:20])[CH2:3][CH:4]([CH3:10])[C:5]([O:7]CC)=O.[F:21][C:22]([F:33])([F:32])[O:23][C:24]1[CH:31]=[CH:30][C:27]([CH:28]=O)=[CH:26][CH:25]=1, predict the reaction product. The product is: [CH2:19]([O:18][C:12]1[CH:13]=[CH:14][CH:15]=[C:16]([F:17])[C:11]=1[CH:2]1[N:1]([CH2:28][C:27]2[CH:30]=[CH:31][C:24]([O:23][C:22]([F:21])([F:32])[F:33])=[CH:25][CH:26]=2)[C:5](=[O:7])[CH:4]([CH3:10])[CH2:3]1)[CH3:20]. (5) Given the reactants C[O:2][C:3](=[O:41])[C:4]1[CH:9]=[C:8]([O:10][C:11]2[CH:16]=[CH:15][C:14]([NH:17][S:18]([C:21]3[CH:26]=[CH:25][C:24]([CH3:27])=[CH:23][CH:22]=3)(=[O:20])=[O:19])=[C:13]([CH:28]=[CH2:29])[CH:12]=2)[CH:7]=[CH:6][C:5]=1[NH:30][S:31]([C:34]1[CH:39]=[CH:38][C:37]([CH3:40])=[CH:36][CH:35]=1)(=[O:33])=[O:32].[Li+].[OH-].O.Cl, predict the reaction product. The product is: [C:37]1([CH3:40])[CH:36]=[CH:35][C:34]([S:31]([NH:30][C:5]2[CH:6]=[CH:7][C:8]([O:10][C:11]3[CH:16]=[CH:15][C:14]([NH:17][S:18]([C:21]4[CH:22]=[CH:23][C:24]([CH3:27])=[CH:25][CH:26]=4)(=[O:19])=[O:20])=[C:13]([CH:28]=[CH2:29])[CH:12]=3)=[CH:9][C:4]=2[C:3]([OH:41])=[O:2])(=[O:32])=[O:33])=[CH:39][CH:38]=1. (6) Given the reactants NC1C(C2C=C(O)C=CC=2)=C(C2C=CN=CC=2)NN=1.[Cl:20][C:21]1[CH:26]=[CH:25][C:24]([C:27]2[C:28]([NH2:38])=[N:29][NH:30][C:31]=2[C:32]2[CH:37]=[CH:36][N:35]=[CH:34][CH:33]=2)=[CH:23][C:22]=1[O:39]C.Cl.N1C=CC=CC=1, predict the reaction product. The product is: [NH2:38][C:28]1[C:27]([C:24]2[CH:25]=[CH:26][C:21]([Cl:20])=[C:22]([OH:39])[CH:23]=2)=[C:31]([C:32]2[CH:37]=[CH:36][N:35]=[CH:34][CH:33]=2)[NH:30][N:29]=1. (7) Given the reactants Cl.Cl.[NH2:3][C:4]1[CH:5]=[C:6]([CH:10]=[CH:11][CH:12]=1)[C:7]([NH2:9])=[NH:8].[CH:13]1[CH:14]=[CH:15][C:16]([O:21][C@@H:22]2[O:27][C@H:26]([CH2:28][OH:29])[C@@H:25]([OH:30])[C@H:24]([OH:31])[C@H:23]2[OH:32])=[C:17]([CH:19]=O)[CH:18]=1.O.C1(C)C=CC(S(O)(=O)=[O:41])=CC=1.[N+:45]([CH2:47][C:48]([N:50]1[CH2:55][CH2:54][N:53]([CH3:56])[CH2:52][CH2:51]1)=[O:49])#[C-:46], predict the reaction product. The product is: [C:7]([C:6]1[CH:5]=[C:4]([NH:3][CH:19]([C:17]2[CH:18]=[CH:13][CH:14]=[CH:15][C:16]=2[O:21][CH:22]2[CH:23]([OH:32])[CH:24]([OH:31])[CH:25]([OH:30])[CH:26]([CH2:28][OH:29])[O:27]2)[C:46]([NH:45][CH2:47][C:48]([N:50]2[CH2:51][CH2:52][N:53]([CH3:56])[CH2:54][CH2:55]2)=[O:49])=[O:41])[CH:12]=[CH:11][CH:10]=1)(=[NH:9])[NH2:8]. (8) Given the reactants [CH2:1]([C:3]1[N:4]([CH2:16][CH2:17][O:18][CH2:19][CH2:20][O:21][N:22]2C(=O)C3C(=CC=CC=3)C2=O)[C:5]2[C:14]3[CH:13]=[CH:12][CH:11]=[CH:10][C:9]=3[N:8]=[CH:7][C:6]=2[N:15]=1)[CH3:2].C1C=C(Cl)C=C(C(OO)=O)C=1.[OH-].[NH4+:45].C1(C)C=CC(S(Cl)(=O)=O)=CC=1, predict the reaction product. The product is: [NH2:22][O:21][CH2:20][CH2:19][O:18][CH2:17][CH2:16][N:4]1[C:5]2[C:14]3[CH:13]=[CH:12][CH:11]=[CH:10][C:9]=3[N:8]=[C:7]([NH2:45])[C:6]=2[N:15]=[C:3]1[CH2:1][CH3:2].